Predict the product of the given reaction. From a dataset of Forward reaction prediction with 1.9M reactions from USPTO patents (1976-2016). (1) Given the reactants [Cl:1][C:2]1[N:3]=[CH:4][C:5]2[S:10][CH:9]=[C:8]([C:11]([OH:13])=O)[C:6]=2[N:7]=1.[CH3:14][C:15]1[CH:20]=[C:19]([CH3:21])[N:18]=[C:17]([NH2:22])[CH:16]=1.CCN(C(C)C)C(C)C.ON1C2N=CC=CC=2N=N1.CN(C(ON1N=NC2C=CC=NC1=2)=[N+](C)C)C.F[P-](F)(F)(F)(F)F, predict the reaction product. The product is: [CH3:14][C:15]1[CH:20]=[C:19]([CH3:21])[N:18]=[C:17]([NH:22][C:11]([C:8]2[C:6]3[N:7]=[C:2]([Cl:1])[N:3]=[CH:4][C:5]=3[S:10][CH:9]=2)=[O:13])[CH:16]=1. (2) Given the reactants [C:1]1([C:7]2([SeH])[CH2:11][CH2:10][CH:9](CC=C)[C:8]2=[O:15])C=CC=[CH:3][CH:2]=1.[Cl-].[NH4+].OO, predict the reaction product. The product is: [CH2:3]=[CH:2][CH2:1][CH:7]1[C:8](=[O:15])[CH:9]=[CH:10][CH2:11]1. (3) Given the reactants Br[C:2]1[CH:7]=[CH:6][CH:5]=[CH:4][N:3]=1.[CH2:8]([O:10][C@H:11]1[CH2:15][NH:14][CH2:13][C@H:12]1[NH:16][C:17]1[C:22]([CH2:23][CH3:24])=[N:21][C:20]([C:25]2[C:26]([C:33]([F:36])([F:35])[F:34])=[N:27][C:28]([O:31][CH3:32])=[CH:29][CH:30]=2)=[C:19]([CH2:37][CH3:38])[N:18]=1)[CH3:9], predict the reaction product. The product is: [CH2:8]([O:10][C@H:11]1[CH2:15][N:14]([C:2]2[CH:7]=[CH:6][CH:5]=[CH:4][N:3]=2)[CH2:13][C@H:12]1[NH:16][C:17]1[C:22]([CH2:23][CH3:24])=[N:21][C:20]([C:25]2[C:26]([C:33]([F:36])([F:35])[F:34])=[N:27][C:28]([O:31][CH3:32])=[CH:29][CH:30]=2)=[C:19]([CH2:37][CH3:38])[N:18]=1)[CH3:9]. (4) Given the reactants [CH2:1]([NH:8][CH:9]1[CH2:14][CH2:13][N:12]([C:15]([O:17][C:18]([CH3:21])([CH3:20])[CH3:19])=[O:16])[CH2:11][CH2:10]1)[C:2]1[CH:7]=[CH:6][CH:5]=[CH:4][CH:3]=1.CCN(CC)CC.[C:29](Cl)(=[O:31])[CH3:30], predict the reaction product. The product is: [CH2:1]([N:8]([CH:9]1[CH2:14][CH2:13][N:12]([C:15]([O:17][C:18]([CH3:21])([CH3:20])[CH3:19])=[O:16])[CH2:11][CH2:10]1)[C:29](=[O:31])[CH3:30])[C:2]1[CH:3]=[CH:4][CH:5]=[CH:6][CH:7]=1.